Dataset: Forward reaction prediction with 1.9M reactions from USPTO patents (1976-2016). Task: Predict the product of the given reaction. Given the reactants [C:1]1([CH2:7][CH2:8][CH2:9][CH2:10][C:11]([OH:13])=O)[CH:6]=[CH:5][CH:4]=[CH:3][CH:2]=1.Cl.[CH2:15]([O:19][C:20](=[O:24])[C@H:21]([CH3:23])[NH2:22])[CH:16]([CH3:18])[CH3:17], predict the reaction product. The product is: [CH2:15]([O:19][C:20](=[O:24])[C@H:21]([CH3:23])[NH:22][C:11](=[O:13])[CH2:10][CH2:9][CH2:8][CH2:7][C:1]1[CH:2]=[CH:3][CH:4]=[CH:5][CH:6]=1)[CH:16]([CH3:18])[CH3:17].